The task is: Predict the reactants needed to synthesize the given product.. This data is from Full USPTO retrosynthesis dataset with 1.9M reactions from patents (1976-2016). (1) Given the product [NH2:13][C:17]1[C:30]2[C:29](=[CH:34][CH:33]=[C:32]([Cl:40])[CH:31]=2)[NH:28][C:27]=1[C:4]([O:6][CH2:35][CH3:38])=[O:5], predict the reactants needed to synthesize it. The reactants are: NC1C=CC(Cl)=CC=1[C:4]([OH:6])=[O:5].O[N:13]1[C:17](=O)CCC1=O.C1(N=[C:27]=[N:28][CH:29]2[CH2:34][CH2:33][CH2:32][CH2:31][CH2:30]2)CCCCC1.[C:35](N)([CH3:38])(C)C.[Cl:40]CCl. (2) Given the product [F:1][C:2]1[C:3]([NH:20][C:21]2[CH:26]=[CH:25][C:24]([C:34]#[C:33][Si:30]([CH3:32])([CH3:31])[CH3:29])=[CH:23][C:22]=2[F:28])=[C:4]([C:9]2[O:13][C:12]([NH:14][CH:15]([CH2:18][OH:19])[CH2:16][OH:17])=[N:11][N:10]=2)[CH:5]=[CH:6][C:7]=1[F:8], predict the reactants needed to synthesize it. The reactants are: [F:1][C:2]1[C:3]([NH:20][C:21]2[CH:26]=[CH:25][C:24](I)=[CH:23][C:22]=2[F:28])=[C:4]([C:9]2[O:13][C:12]([NH:14][CH:15]([CH2:18][OH:19])[CH2:16][OH:17])=[N:11][N:10]=2)[CH:5]=[CH:6][C:7]=1[F:8].[CH3:29][Si:30]([C:33]#[CH:34])([CH3:32])[CH3:31]. (3) Given the product [ClH:1].[CH2:2]([N:4]1[C:8]2[CH:9]=[CH:10][CH:11]=[CH:12][C:7]=2[N:6]([CH:13]([C:19]2[CH:24]=[CH:23][CH:22]=[C:21]([F:25])[CH:20]=2)[CH:14]([OH:18])[CH2:15][NH:16][CH3:17])[C:5]1=[O:26])[CH3:3], predict the reactants needed to synthesize it. The reactants are: [ClH:1].[CH2:2]([N:4]1[C:8]2[CH:9]=[CH:10][CH:11]=[CH:12][C:7]=2[N:6]([C@@H:13]([C:19]2[CH:24]=[CH:23][CH:22]=[C:21]([F:25])[CH:20]=2)[C@H:14]([OH:18])[CH2:15][NH:16][CH3:17])[C:5]1=[O:26])[CH3:3].C(N1C2C=CC=CC=2N([C@@H](C2C=CC=C(F)C=2)[C@H](O)CO)C1=O)C. (4) Given the product [CH2:22]([CH:21]1[CH2:20][O:19][C:18](=[O:29])[N:17]1[C:15](=[O:16])[CH:14]([O:30][CH:31]([CH3:32])[CH3:33])[CH2:13][C:9]1[CH:10]=[CH:11][CH:12]=[C:7]([C:38]#[C:37][CH2:36][OH:39])[CH:8]=1)[C:23]1[CH:28]=[CH:27][CH:26]=[CH:25][CH:24]=1, predict the reactants needed to synthesize it. The reactants are: FC(F)(F)S(O[C:7]1[CH:12]=[CH:11][CH:10]=[C:9]([CH2:13][CH:14]([O:30][CH:31]([CH3:33])[CH3:32])[C:15]([N:17]2[CH:21]([CH2:22][C:23]3[CH:28]=[CH:27][CH:26]=[CH:25][CH:24]=3)[CH2:20][O:19][C:18]2=[O:29])=[O:16])[CH:8]=1)(=O)=O.[CH2:36]([OH:39])[C:37]#[CH:38].C(N(CC)CC)C. (5) Given the product [Cl:22][C:18]1[C:17]([F:23])=[C:16]([C@@H:15]2[C@:14]([C:26]3[CH:31]=[CH:30][C:29]([Cl:32])=[CH:28][C:27]=3[F:33])([C:24]#[N:25])[C@H:13]([CH2:34][C:35]([CH3:38])([CH3:37])[CH3:36])[NH:12][C@H:11]2[C:9]([N:7]2[CH2:6][CH:5]([C:3]([OH:4])=[O:2])[CH2:8]2)=[O:10])[CH:21]=[CH:20][CH:19]=1, predict the reactants needed to synthesize it. The reactants are: C[O:2][C:3]([CH:5]1[CH2:8][N:7]([C:9]([C@H:11]2[C@H:15]([C:16]3[CH:21]=[CH:20][CH:19]=[C:18]([Cl:22])[C:17]=3[F:23])[C@:14]([C:26]3[CH:31]=[CH:30][C:29]([Cl:32])=[CH:28][C:27]=3[F:33])([C:24]#[N:25])[C@H:13]([CH2:34][C:35]([CH3:38])([CH3:37])[CH3:36])[NH:12]2)=[O:10])[CH2:6]1)=[O:4].[Li+].[OH-]. (6) Given the product [NH2:15][C:16]1[CH:17]=[C:18]([CH:42]=[CH:43][C:44]=1[O:45][CH3:46])[C:19]([NH:21][NH:22][C:23]([C:25]1[O:26][CH:27]=[C:28]([C:36]2[CH:37]=[CH:38][CH:39]=[CH:40][CH:41]=2)[C:29]=1[C:30]1[CH:31]=[CH:32][CH:33]=[CH:34][CH:35]=1)=[O:24])=[O:20], predict the reactants needed to synthesize it. The reactants are: FC(F)(F)C(O)=O.C(OC([NH:15][C:16]1[CH:17]=[C:18]([CH:42]=[CH:43][C:44]=1[O:45][CH3:46])[C:19]([NH:21][NH:22][C:23]([C:25]1[O:26][CH:27]=[C:28]([C:36]2[CH:41]=[CH:40][CH:39]=[CH:38][CH:37]=2)[C:29]=1[C:30]1[CH:35]=[CH:34][CH:33]=[CH:32][CH:31]=1)=[O:24])=[O:20])=O)(C)(C)C.ClCCl. (7) Given the product [Cl:34][C:2]1[N:7]=[C:6]([S:8][CH2:9][C:10]2[CH:11]=[C:12]([C:16]([NH:18][CH3:19])=[O:17])[CH:13]=[CH:14][CH:15]=2)[C:5]([C:20]#[N:21])=[C:4]([C:22]2[CH:23]=[CH:24][C:25]([O:28][CH2:29][CH2:30][OH:31])=[CH:26][CH:27]=2)[C:3]=1[C:32]#[N:33], predict the reactants needed to synthesize it. The reactants are: N[C:2]1[N:7]=[C:6]([S:8][CH2:9][C:10]2[CH:11]=[C:12]([C:16]([NH:18][CH3:19])=[O:17])[CH:13]=[CH:14][CH:15]=2)[C:5]([C:20]#[N:21])=[C:4]([C:22]2[CH:27]=[CH:26][C:25]([O:28][CH2:29][CH2:30][OH:31])=[CH:24][CH:23]=2)[C:3]=1[C:32]#[N:33].[ClH:34].N([O-])=O.[Na+]. (8) Given the product [CH3:54][C:53]1[CH:52]=[C:51]([N+:55]([O-:57])=[O:56])[CH:50]=[C:49]([CH3:58])[C:48]=1[O:17][C:15]1[CH:14]=[CH:13][C:12]([OH:18])=[C:11]([S:8]([C:5]2[CH:6]=[CH:7][C:2]([F:1])=[CH:3][CH:4]=2)(=[O:10])=[O:9])[CH:16]=1, predict the reactants needed to synthesize it. The reactants are: [F:1][C:2]1[CH:7]=[CH:6][C:5]([S:8]([C:11]2[CH:16]=[C:15]([OH:17])[CH:14]=[CH:13][C:12]=2[OH:18])(=[O:10])=[O:9])=[CH:4][CH:3]=1.C[Si]([N-][Si](C)(C)C)(C)C.[K+].C1OCCOCCOCCOCCOCCOC1.Cl[C:48]1[C:53]([CH3:54])=[CH:52][C:51]([N+:55]([O-:57])=[O:56])=[CH:50][C:49]=1[CH3:58]. (9) Given the product [CH3:28][O:27][C:23](=[O:26])[CH2:24][S:25][C:2]1[S:6][C:5]([NH:7][C:8]([N:9]([CH:17]2[CH2:21][CH2:20][CH2:19][CH2:18]2)[CH:10]2[CH2:15][CH2:14][CH:13]([CH3:16])[CH2:12][CH2:11]2)=[O:22])=[N:4][CH:3]=1, predict the reactants needed to synthesize it. The reactants are: Br[C:2]1[S:6][C:5]([NH:7][C:8](=[O:22])[N:9]([CH:17]2[CH2:21][CH2:20][CH2:19][CH2:18]2)[CH:10]2[CH2:15][CH2:14][CH:13]([CH3:16])[CH2:12][CH2:11]2)=[N:4][CH:3]=1.[C:23]([O:27][CH3:28])(=[O:26])[CH2:24][SH:25]. (10) Given the product [CH2:1]([N:9]1[C:17]([C:18]([NH:25][CH2:26][P:27]([O:31][CH2:32][CH3:33])([O:28][CH2:29][CH3:30])=[O:34])=[O:20])=[N:16][C:15]2[C:10]1=[N:11][CH:12]=[N:13][C:14]=2[NH2:22])[CH2:2][C:3]1[CH:4]=[CH:5][CH:6]=[CH:7][CH:8]=1, predict the reactants needed to synthesize it. The reactants are: [CH2:1]([N:9]1[C:17]([C:18]([O:20]C)=O)=[N:16][C:15]2[C:10]1=[N:11][CH:12]=[N:13][C:14]=2[NH2:22])[CH2:2][C:3]1[CH:8]=[CH:7][CH:6]=[CH:5][CH:4]=1.[OH-].[Na+].[NH2:25][CH2:26][P:27](=[O:34])([O:31][CH2:32][CH3:33])[O:28][CH2:29][CH3:30].CCN=C=NCCCN(C)C.Cl.C1C=CC2N(O)N=NC=2C=1.